Dataset: Reaction yield outcomes from USPTO patents with 853,638 reactions. Task: Predict the reaction yield, written as a fraction of the theoretical maximum amount of product (1.0 means a 100% yield; for example, 0.34 means a 34% yield). (1) The reactants are [Cl-].O[NH3+:3].[C:4](=[O:7])([O-])[OH:5].[Na+].CS(C)=O.[CH3:13][C:14]1([CH3:49])[CH2:18][C:17]2[CH:19]=[C:20]([C:23]3[C:28](=[O:29])[N:27]([CH2:30][C:31]4[CH:36]=[CH:35][C:34]([C:37]5[C:38]([C:43]#[N:44])=[CH:39][CH:40]=[CH:41][CH:42]=5)=[CH:33][CH:32]=4)[C:26]([CH2:45][CH2:46][CH3:47])=[N:25][C:24]=3[CH3:48])[CH:21]=[CH:22][C:16]=2[O:15]1. The catalyst is O. The product is [CH3:13][C:14]1([CH3:49])[CH2:18][C:17]2[CH:19]=[C:20]([C:23]3[C:28](=[O:29])[N:27]([CH2:30][C:31]4[CH:36]=[CH:35][C:34]([C:37]5[CH:42]=[CH:41][CH:40]=[CH:39][C:38]=5[C:43]5[NH:3][C:4](=[O:7])[O:5][N:44]=5)=[CH:33][CH:32]=4)[C:26]([CH2:45][CH2:46][CH3:47])=[N:25][C:24]=3[CH3:48])[CH:21]=[CH:22][C:16]=2[O:15]1. The yield is 0.160. (2) The product is [CH:11]([C:2]1[CH:3]=[CH:4][CH:5]=[C:6]2[C:10]=1[NH:9][CH:8]=[CH:7]2)=[CH2:12]. The reactants are Br[C:2]1[CH:3]=[CH:4][CH:5]=[C:6]2[C:10]=1[NH:9][CH:8]=[CH:7]2.[CH2:11]([Sn](CCCC)(CCCC)C=C)[CH2:12]CC.[Cl-].[Li+].O. The yield is 0.800. The catalyst is CN(C)C=O.C1([Pd-2](Cl)(Cl)C2C=CC=CC=2)C=CC=CC=1.C1(P(C2C=CC=CC=2)C2C=CC=CC=2)C=CC=CC=1.C(OCC)(=O)C. (3) The reactants are [Cl:1][C:2]1[CH:3]=[C:4]([CH:10]([CH2:14][CH:15]2[CH2:19][CH2:18][CH2:17][CH2:16]2)[C:11]([OH:13])=[O:12])[CH:5]=[CH:6][C:7]=1SC.OO.O1CCC[CH2:23]1.[S:27]([O-:30])([O-])=[O:28].[Na+].[Na+]. The catalyst is C(O)=O. The product is [Cl:1][C:2]1[CH:3]=[C:4]([CH:10]([CH2:14][CH:15]2[CH2:16][CH2:17][CH2:18][CH2:19]2)[C:11]([OH:13])=[O:12])[CH:5]=[CH:6][C:7]=1[S:27]([CH3:23])(=[O:30])=[O:28]. The yield is 0.991. (4) The reactants are [NH2:1][C:2]1[C:10]2[C:5](=[N:6][C:7]([O:13][S:14]([C:17]([F:20])([F:19])[F:18])(=[O:16])=[O:15])=[CH:8][C:9]=2[S:11][CH3:12])[S:4][C:3]=1[C:21](=[O:23])[NH2:22].S([O-])(O[O-])(=O)=[O:25].[K+].[K+]. The catalyst is CO.O. The product is [NH2:1][C:2]1[C:10]2[C:5](=[N:6][C:7]([O:13][S:14]([C:17]([F:19])([F:18])[F:20])(=[O:16])=[O:15])=[CH:8][C:9]=2[S:11]([CH3:12])=[O:25])[S:4][C:3]=1[C:21](=[O:23])[NH2:22]. The yield is 0.860. (5) The reactants are [CH3:1][O:2][C:3]1[C:4]([CH3:20])=[CH:5][C:6]([CH2:12][CH:13]([C:17](=O)[CH3:18])[C:14](=O)[CH3:15])=[C:7]2[C:11]=1[CH2:10][CH2:9][CH2:8]2.[NH:21]([CH2:23][CH2:24][OH:25])[NH2:22].C(O)(=O)C. The catalyst is C(O)C.C(OCC)C. The product is [CH3:1][O:2][C:3]1[C:4]([CH3:20])=[CH:5][C:6]([CH2:12][C:13]2[C:17]([CH3:18])=[N:22][N:21]([CH2:23][CH2:24][OH:25])[C:14]=2[CH3:15])=[C:7]2[C:11]=1[CH2:10][CH2:9][CH2:8]2. The yield is 0.614.